From a dataset of Peptide-MHC class II binding affinity with 134,281 pairs from IEDB. Regression. Given a peptide amino acid sequence and an MHC pseudo amino acid sequence, predict their binding affinity value. This is MHC class II binding data. (1) The MHC is DRB1_0301 with pseudo-sequence DRB1_0301. The peptide sequence is EISTNIRQA. The binding affinity (normalized) is 0.136. (2) The peptide sequence is GSMAKKGDEQKLRSA. The MHC is HLA-DPA10301-DPB10402 with pseudo-sequence HLA-DPA10301-DPB10402. The binding affinity (normalized) is 0.178. (3) The peptide sequence is EELRSLYNTVATLYCVH. The MHC is HLA-DQA10301-DQB10301 with pseudo-sequence HLA-DQA10301-DQB10301. The binding affinity (normalized) is 0.267. (4) The peptide sequence is APEVKYTVFETALKKAITAM. The MHC is HLA-DPA10301-DPB10402 with pseudo-sequence HLA-DPA10301-DPB10402. The binding affinity (normalized) is 0.674.